From a dataset of Catalyst prediction with 721,799 reactions and 888 catalyst types from USPTO. Predict which catalyst facilitates the given reaction. Reactant: C([Li])CCC.Br[C:7]1[CH:12]=[CH:11][N:10]=[C:9]([CH3:13])[CH:8]=1.CN(C)[CH:16]=[O:17]. Product: [CH3:13][C:9]1[CH:8]=[C:7]([CH:16]=[O:17])[CH:12]=[CH:11][N:10]=1. The catalyst class is: 1.